This data is from Forward reaction prediction with 1.9M reactions from USPTO patents (1976-2016). The task is: Predict the product of the given reaction. (1) Given the reactants CC([S@]([NH:7][CH:8]([C:10]1[CH:11]=[N:12][C:13]([O:17][CH2:18][C:19]([F:22])([F:21])[F:20])=[C:14]([CH3:16])[CH:15]=1)[CH3:9])=O)(C)C.[ClH:23].CO, predict the reaction product. The product is: [ClH:23].[CH3:16][C:14]1[CH:15]=[C:10]([CH:8]([NH2:7])[CH3:9])[CH:11]=[N:12][C:13]=1[O:17][CH2:18][C:19]([F:22])([F:20])[F:21]. (2) Given the reactants [NH2:1][C@@H:2]([C:6]1[N:15]([CH2:16][C:17]2[CH:22]=[CH:21][CH:20]=[CH:19][CH:18]=2)[C:14](=[O:23])[C:13]2[C:8](=[CH:9][C:10]([Cl:24])=[CH:11][CH:12]=2)[N:7]=1)[CH:3]([CH3:5])[CH3:4].CCN([CH:31]([CH3:33])[CH3:32])C(C)C.[C:34]1(C)[C:35]([C:40]([O:42]CC(=O)CBr)=[O:41])=[CH:36]C=C[CH:39]=1.[C:49](Cl)(=[O:56])[C:50]1C=CC=CC=1.[CH3:58]N(C=O)C, predict the reaction product. The product is: [C:31]1([CH3:32])[CH:33]=[CH:39][CH:34]=[C:35]([C:40]([O:42][N:1]([CH2:58][C:49](=[O:56])[CH3:50])[C@@H:2]([C:6]2[N:15]([CH2:16][C:17]3[CH:18]=[CH:19][CH:20]=[CH:21][CH:22]=3)[C:14](=[O:23])[C:13]3[C:8](=[CH:9][C:10]([Cl:24])=[CH:11][CH:12]=3)[N:7]=2)[CH:3]([CH3:5])[CH3:4])=[O:41])[CH:36]=1. (3) Given the reactants [C:1]1([N:7]2[C:16]3[C:11](=[CH:12][C:13]([NH2:17])=[CH:14][CH:15]=3)[CH2:10][CH2:9][CH2:8]2)[CH:6]=[CH:5][CH:4]=[CH:3][CH:2]=1.Cl[C:19]1[N:28]=[CH:27][C:26]([CH:29]2[CH2:31][CH2:30]2)=[CH:25][C:20]=1[C:21]([O:23][CH3:24])=[O:22].C(=O)([O-])[O-].[Cs+].[Cs+], predict the reaction product. The product is: [CH:29]1([C:26]2[CH:27]=[N:28][C:19]([NH:17][C:13]3[CH:12]=[C:11]4[C:16](=[CH:15][CH:14]=3)[N:7]([C:1]3[CH:6]=[CH:5][CH:4]=[CH:3][CH:2]=3)[CH2:8][CH2:9][CH2:10]4)=[C:20]([CH:25]=2)[C:21]([O:23][CH3:24])=[O:22])[CH2:30][CH2:31]1. (4) Given the reactants [NH2:1][C:2]1[CH:3]=[C:4]([CH:21]=[CH:22][C:23]=1[F:24])[O:5][C:6]1[CH:7]=[CH:8][C:9]2[N:10]([CH:12]=[C:13]([NH:15][C:16]([CH:18]3[CH2:20][CH2:19]3)=[O:17])[N:14]=2)[N:11]=1.[CH3:25][N:26]1[C:30]([C:31](O)=[O:32])=[C:29]([CH3:34])[CH:28]=[N:27]1.O1CCCC1.S(Cl)(Cl)=O, predict the reaction product. The product is: [CH:18]1([C:16]([NH:15][C:13]2[N:14]=[C:9]3[CH:8]=[CH:7][C:6]([O:5][C:4]4[CH:21]=[CH:22][C:23]([F:24])=[C:2]([NH:1][C:31]([C:30]5[N:26]([CH3:25])[N:27]=[CH:28][C:29]=5[CH3:34])=[O:32])[CH:3]=4)=[N:11][N:10]3[CH:12]=2)=[O:17])[CH2:20][CH2:19]1. (5) The product is: [CH2:3]([C@@H:2]1[NH:1][CH:10]([C:11]2[CH:16]=[CH:15][CH:14]=[CH:13][CH:12]=2)[NH:9][C:7]1=[O:8])[CH:4]([CH3:6])[CH3:5]. Given the reactants [NH2:1][C@H:2]([C:7]([NH2:9])=[O:8])[CH2:3][CH:4]([CH3:6])[CH3:5].[CH:10](=O)[C:11]1[CH:16]=[CH:15][CH:14]=[CH:13][CH:12]=1.CCN(CC)CC.C([O-])([O-])=O.[K+].[K+], predict the reaction product. (6) Given the reactants C(OC([N:8]1[CH2:17][CH2:16][C:11]2([O:15][CH2:14][CH2:13][O:12]2)[CH2:10][CH:9]1[CH2:18][CH2:19][C:20]([O:22][CH2:23][CH3:24])=[O:21])=O)(C)(C)C.Cl.O1CCOCC1, predict the reaction product. The product is: [CH2:23]([O:22][C:20](=[O:21])[CH2:19][CH2:18][CH:9]1[NH:8][CH2:17][CH2:16][C:11]2([O:12][CH2:13][CH2:14][O:15]2)[CH2:10]1)[CH3:24]. (7) Given the reactants [CH3:1][O:2][C:3](=[O:16])[CH2:4][CH2:5][C:6]1[CH:11]=[C:10]([CH3:12])[C:9]([CH:13]=[O:14])=[C:8]([CH3:15])[CH:7]=1.[CH2:17](O)[CH2:18][OH:19].CC1C=CC(S(O)(=O)=O)=CC=1.O, predict the reaction product. The product is: [CH3:1][O:2][C:3](=[O:16])[CH2:4][CH2:5][C:6]1[CH:11]=[C:10]([CH3:12])[C:9]([CH:13]2[O:19][CH2:18][CH2:17][O:14]2)=[C:8]([CH3:15])[CH:7]=1.